Dataset: Reaction yield outcomes from USPTO patents with 853,638 reactions. Task: Predict the reaction yield, written as a fraction of the theoretical maximum amount of product (1.0 means a 100% yield; for example, 0.34 means a 34% yield). (1) The reactants are [CH:1]12[CH2:7][CH:4]([CH:5]=[CH:6]1)[CH2:3][CH:2]2[CH2:8][CH:9]=[O:10].[CH2:11](O)[CH2:12][OH:13].C1(C)C=CC=CC=1. The catalyst is C1(C)C=CC(S(O)(=O)=O)=CC=1.O. The product is [CH:1]12[CH2:7][CH:4]([CH:5]=[CH:6]1)[CH2:3][CH:2]2[CH2:8][CH:9]1[O:13][CH2:12][CH2:11][O:10]1. The yield is 0.950. (2) The reactants are CC1N=C(N2C(=O)N(CC3C=CC(C(F)(F)F)=CC=3)N=C2)SC=1C(O)=O.[CH3:27][C:28]1[N:29]=[C:30]([N:36]2[C:40](=[O:41])[N:39]([CH2:42][C:43]3[O:44][C:45]([C:48]([F:51])([F:50])[F:49])=[CH:46][CH:47]=3)[N:38]=[CH:37]2)[S:31][C:32]=1[C:33]([OH:35])=O.[N:52]1[CH:57]=[CH:56][CH:55]=[C:54]([CH2:58][NH2:59])[CH:53]=1. No catalyst specified. The product is [CH3:27][C:28]1[N:29]=[C:30]([N:36]2[C:40](=[O:41])[N:39]([CH2:42][C:43]3[O:44][C:45]([C:48]([F:49])([F:51])[F:50])=[CH:46][CH:47]=3)[N:38]=[CH:37]2)[S:31][C:32]=1[C:33]([NH:59][CH2:58][C:54]1[CH:53]=[N:52][CH:57]=[CH:56][CH:55]=1)=[O:35]. The yield is 0.570. (3) The catalyst is C1C=CC(P(C2C=CC=CC=2)[C-]2C=CC=C2)=CC=1.C1C=CC(P(C2C=CC=CC=2)[C-]2C=CC=C2)=CC=1.Cl[Pd]Cl.[Fe+2].C(#N)C.O. The yield is 0.570. The product is [F:21][C:20]1[C:19]2[CH2:18][CH2:17][CH2:16][CH2:15][C:14]=2[N:13]2[CH2:22][CH2:23][N:10]([C:6]3[N:5]=[CH:4][CH:3]=[C:2]([C:30]4[CH:29]=[C:28]([NH:41][C:42]5[CH:47]=[CH:46][N:45]=[C:44]([CH3:48])[N:43]=5)[C:27](=[O:49])[N:26]([CH3:25])[CH:31]=4)[C:7]=3[CH:8]=[O:9])[C:11](=[O:24])[C:12]=12. The reactants are Cl[C:2]1[C:7]([CH:8]=[O:9])=[C:6]([N:10]2[CH2:23][CH2:22][N:13]3[C:14]4[CH2:15][CH2:16][CH2:17][CH2:18][C:19]=4[C:20]([F:21])=[C:12]3[C:11]2=[O:24])[N:5]=[CH:4][CH:3]=1.[CH3:25][N:26]1[CH:31]=[C:30](B2OC(C)(C)C(C)(C)O2)[CH:29]=[C:28]([NH:41][C:42]2[CH:47]=[CH:46][N:45]=[C:44]([CH3:48])[N:43]=2)[C:27]1=[O:49].C([O-])(=O)C.[Na+].[O-]P([O-])([O-])=O.[K+].[K+].[K+]. (4) The reactants are [NH:1]1[CH:5]=[CH:4][N:3]=[C:2]1[C:6]1[C:14]2[C:9](=[CH:10][CH:11]=[C:12]([C:15]3[C:16]([CH3:26])=[C:17]([CH2:21][NH:22][CH:23]([CH3:25])[CH3:24])[CH:18]=[N:19][CH:20]=3)[CH:13]=2)[N:8](CC2C=CC(OC)=CC=2)[N:7]=1.[OH-].[NH4+].O. The catalyst is C(O)(C(F)(F)F)=O.C(S(O)(=O)=O)(F)(F)F. The product is [NH:3]1[CH:4]=[CH:5][N:1]=[C:2]1[C:6]1[C:14]2[C:9](=[CH:10][CH:11]=[C:12]([C:15]3[C:16]([CH3:26])=[C:17]([CH2:21][NH:22][CH:23]([CH3:24])[CH3:25])[CH:18]=[N:19][CH:20]=3)[CH:13]=2)[NH:8][N:7]=1. The yield is 0.810. (5) The catalyst is CO.O. The product is [N:1]1[C:10]2[C:5](=[CH:6][CH:7]=[CH:8][CH:9]=2)[CH:4]=[CH:3][C:2]=1[CH2:11][O:12][C:13]1[CH:14]=[CH:15][C:16]([CH2:19][C:20]([OH:22])=[O:21])=[CH:17][CH:18]=1. The reactants are [N:1]1[C:10]2[C:5](=[CH:6][CH:7]=[CH:8][CH:9]=2)[CH:4]=[CH:3][C:2]=1[CH2:11][O:12][C:13]1[CH:18]=[CH:17][C:16]([CH2:19][C:20]([O:22]CC)=[O:21])=[CH:15][CH:14]=1.[OH-].[K+]. The yield is 0.920. (6) The reactants are Br[C:2]1[CH:3]=[N:4][CH:5]=[C:6]([C:8]#[C:9][CH3:10])[CH:7]=1.CC1CCCO1.[B:17](OC(C)C)([O:22]C(C)C)[O:18]C(C)C.[Li]CCCC.Cl. The catalyst is C1(C)C=CC=CC=1. The product is [C:8]([C:6]1[CH:7]=[C:2]([B:17]([OH:22])[OH:18])[CH:3]=[N:4][CH:5]=1)#[C:9][CH3:10]. The yield is 0.870. (7) The reactants are [H-].C(O[Al](OC(C)(C)C)OC(C)(C)C)(C)(C)C.[Li+].[C:19]([O:22][C@@H:23]1[CH2:47][CH2:46][C@@:45]2([CH3:48])[C@H:25]([CH2:26][CH2:27][C@@H:28]3[C@@H:44]2[CH2:43][C:42](=[O:49])[C@@:41]2([CH3:50])[C@H:29]3[CH2:30][CH2:31][C@@H:32]2[C@H:33]([CH3:40])[CH2:34][CH2:35][C:36]([O:38][CH3:39])=[O:37])[CH2:24]1)(=[O:21])[CH3:20]. The catalyst is C1COCC1. The product is [C:19]([O:22][C@@H:23]1[CH2:47][CH2:46][C@@:45]2([CH3:48])[C@H:25]([CH2:26][CH2:27][C@@H:28]3[C@@H:44]2[CH2:43][C@H:42]([OH:49])[C@@:41]2([CH3:50])[C@H:29]3[CH2:30][CH2:31][C@@H:32]2[C@H:33]([CH3:40])[CH2:34][CH2:35][C:36]([O:38][CH3:39])=[O:37])[CH2:24]1)(=[O:21])[CH3:20]. The yield is 0.910. (8) The reactants are [C:1]([C:5]1[NH:16][C:8]2=[N:9][CH:10]=[C:11]([N+:13]([O-])=O)[CH:12]=[C:7]2[CH:6]=1)([CH3:4])([CH3:3])[CH3:2]. The catalyst is CO.[Ni]. The product is [C:1]([C:5]1[NH:16][C:8]2=[N:9][CH:10]=[C:11]([NH2:13])[CH:12]=[C:7]2[CH:6]=1)([CH3:4])([CH3:2])[CH3:3]. The yield is 0.700. (9) The reactants are [Cl:1][C:2]1[C:3]([CH3:28])=[C:4]([NH:10][C@H:11]([C:24]([OH:27])([CH3:26])[CH3:25])[C:12]([NH:14][NH:15][C:16](=O)[C:17]2[CH:22]=[CH:21][CH:20]=[CH:19][CH:18]=2)=[O:13])[CH:5]=[CH:6][C:7]=1[C:8]#[N:9].CCN(P1(N(C)CCCN1C)=NC(C)(C)C)CC. The catalyst is C1COCC1. The product is [Cl:1][C:2]1[C:3]([CH3:28])=[C:4]([NH:10][C@@H:11]([C:12]2[O:13][C:16]([C:17]3[CH:18]=[CH:19][CH:20]=[CH:21][CH:22]=3)=[N:15][N:14]=2)[C:24]([OH:27])([CH3:26])[CH3:25])[CH:5]=[CH:6][C:7]=1[C:8]#[N:9]. The yield is 0.280. (10) The reactants are [CH2:1]([NH:4][C:5]([C@@H:7]1[CH2:11][CH2:10][C@H:9]([NH:12][C:13](=[O:19])[O:14][C:15]([CH3:18])([CH3:17])[CH3:16])[CH2:8]1)=[O:6])[C:2]#[CH:3]. The catalyst is C(#N)C.[Au](Cl)(Cl)Cl. The product is [CH3:3][C:2]1[O:6][C:5]([C@@H:7]2[CH2:11][CH2:10][C@H:9]([NH:12][C:13](=[O:19])[O:14][C:15]([CH3:16])([CH3:18])[CH3:17])[CH2:8]2)=[N:4][CH:1]=1. The yield is 0.800.